Dataset: Reaction yield outcomes from USPTO patents with 853,638 reactions. Task: Predict the reaction yield, written as a fraction of the theoretical maximum amount of product (1.0 means a 100% yield; for example, 0.34 means a 34% yield). (1) The reactants are [C:1]12([C:11](Cl)=[O:12])[CH2:10][CH:5]3[CH2:6][CH:7]([CH2:9][CH:3]([CH2:4]3)[CH2:2]1)[CH2:8]2.N1C=CC=CC=1.[Cl:20][C:21]1[CH:30]=[CH:29][C:24]([C:25](=[N:27]O)[NH2:26])=[CH:23][CH:22]=1. The catalyst is C1(C)C=CC=CC=1. The product is [C:1]12([C:11]3[O:12][N:27]=[C:25]([C:24]4[CH:29]=[CH:30][C:21]([Cl:20])=[CH:22][CH:23]=4)[N:26]=3)[CH2:2][CH:3]3[CH2:4][CH:5]([CH2:6][CH:7]([CH2:9]3)[CH2:8]1)[CH2:10]2. The yield is 0.380. (2) The reactants are [Cl:1][C:2]1[CH:7]=[CH:6][C:5]([C:8]([F:11])([F:10])[F:9])=[CH:4][C:3]=1[CH2:12][OH:13].[OH-].[Na+].S(OC)(O[CH3:20])(=O)=O. The catalyst is C1COCC1. The product is [Cl:1][C:2]1[CH:7]=[CH:6][C:5]([C:8]([F:10])([F:11])[F:9])=[CH:4][C:3]=1[CH2:12][O:13][CH3:20]. The yield is 0.940. (3) The reactants are [F:1][C:2]([F:10])([F:9])[CH2:3][CH2:4][CH2:5][C:6]([OH:8])=O.[CH3:11][NH:12][C@@H:13]([CH2:18][CH:19]=[CH2:20])[C:14]([O:16][CH3:17])=[O:15]. No catalyst specified. The product is [F:9][C:2]([F:1])([F:10])[CH2:3][CH2:4][CH2:5][C:6]([N:12]([C@@H:13]([CH2:18][CH:19]=[CH2:20])[C:14]([O:16][CH3:17])=[O:15])[CH3:11])=[O:8]. The yield is 0.480. (4) The product is [C:30]1([CH:7]([C:1]2[CH:2]=[CH:3][CH:4]=[CH:5][CH:6]=2)[N:8]2[C:16]3[C:11](=[N:12][CH:13]=[CH:14][CH:15]=3)[CH:10]([C:17]3[C:26]([OH:27])=[CH:25][C:20]4[O:21][CH2:22][CH2:23][O:24][C:19]=4[CH:18]=3)[C:9]2=[O:29])[CH:31]=[CH:32][CH:33]=[CH:34][CH:35]=1. The reactants are [C:1]1([CH:7]([C:30]2[CH:35]=[CH:34][CH:33]=[CH:32][CH:31]=2)[N:8]2[C:16]3[C:11](=[N:12][CH:13]=[CH:14][CH:15]=3)[C:10](O)([C:17]3[C:26]([OH:27])=[CH:25][C:20]4[O:21][CH2:22][CH2:23][O:24][C:19]=4[CH:18]=3)[C:9]2=[O:29])[CH:6]=[CH:5][CH:4]=[CH:3][CH:2]=1.C([SiH](CC)CC)C.FC(F)(F)C(O)=O. The catalyst is ClCCl. The yield is 0.770. (5) The reactants are Cl.[NH2:2][N:3]1[CH:7]=[C:6]([Br:8])[CH:5]=[C:4]1C#N.[C:11](O)(=O)C.[CH:15]([NH2:17])=[NH:16].P([O-])([O-])([O-])=O.[K+].[K+].[K+].N#N. The product is [Br:8][C:6]1[CH:5]=[C:4]2[N:3]([CH:7]=1)[N:2]=[CH:11][N:16]=[C:15]2[NH2:17]. The catalyst is C(O)C. The yield is 0.750. (6) The reactants are [C:1]([C:3]1[CH:8]=[CH:7][C:6]([CH:9]2[CH2:14][CH2:13][N:12]([C:15]([C:17]3[C:18]([CH2:31][CH3:32])=[CH:19][C:20]([CH:27]4[CH2:30][CH2:29][CH2:28]4)=[C:21]([CH:26]=3)[C:22]([O:24]C)=O)=[O:16])[CH2:11][CH2:10]2)=[CH:5][CH:4]=1)#[N:2].O.[NH2:34][NH2:35]. The catalyst is CO. The product is [C:1]([C:3]1[CH:8]=[CH:7][C:6]([CH:9]2[CH2:14][CH2:13][N:12]([C:15]([C:17]3[C:18]([CH2:31][CH3:32])=[CH:19][C:20]([CH:27]4[CH2:30][CH2:29][CH2:28]4)=[C:21]([CH:26]=3)[C:22]([NH:34][NH2:35])=[O:24])=[O:16])[CH2:11][CH2:10]2)=[CH:5][CH:4]=1)#[N:2]. The yield is 0.530. (7) The reactants are Br[C:2]1[CH:3]=[C:4]2[CH2:10][C:9](=[O:11])[NH:8][C:5]2=N[CH:7]=1.[C:12]([O:16][C:17]([CH3:20])([CH3:19])[CH3:18])(=[O:15])[CH:13]=[CH2:14].[C:21]1(C)C=CC=CC=1P(C1C=CC=CC=1C)C1C=CC=CC=1C.C(N(C(C)C)CC)(C)C. The catalyst is C(#N)CC.CN(C=O)C.CC([O-])=O.CC([O-])=O.[Pd+2]. The product is [O:11]=[C:9]1[CH2:10][C:4]2[C:5](=[CH:21][CH:7]=[C:2](/[CH:14]=[CH:13]/[C:12]([O:16][C:17]([CH3:20])([CH3:19])[CH3:18])=[O:15])[CH:3]=2)[NH:8]1. The yield is 0.330. (8) The reactants are [Cl:1][C:2]1[N:10]=[CH:9][C:8]([F:11])=[CH:7][C:3]=1[C:4]([NH2:6])=O.CCN(CC)CC.C(OC(C(F)(F)F)=O)(C(F)(F)F)=O. The catalyst is C(Cl)Cl. The product is [Cl:1][C:2]1[N:10]=[CH:9][C:8]([F:11])=[CH:7][C:3]=1[C:4]#[N:6]. The yield is 0.860. (9) The reactants are [CH:1]1[C:10]2[C:5](=[CH:6][CH:7]=[CH:8][CH:9]=2)[CH:4]=[CH:3][C:2]=1[C:11]12[CH2:16][CH:15]1[CH:14]([OH:17])[CH2:13][CH2:12]2.N1C=CC=CC=1.CC(OI1(OC(C)=O)(OC(C)=O)OC(=O)C2C=CC=CC1=2)=O. The catalyst is ClCCl.O. The product is [CH:1]1[C:10]2[C:5](=[CH:6][CH:7]=[CH:8][CH:9]=2)[CH:4]=[CH:3][C:2]=1[C:11]12[CH2:16][CH:15]1[C:14](=[O:17])[CH2:13][CH2:12]2. The yield is 0.620. (10) The reactants are [F:1][C:2]1[C:11]2[C:6](=[C:7]([N+:12]([O-])=O)[CH:8]=[CH:9][CH:10]=2)[CH:5]=[CH:4][CH:3]=1.[OH-].[Na+]. The catalyst is CCO.[Fe]. The product is [NH2:12][C:7]1[C:6]2[C:11](=[C:2]([F:1])[CH:3]=[CH:4][CH:5]=2)[CH:10]=[CH:9][CH:8]=1. The yield is 0.800.